From a dataset of Reaction yield outcomes from USPTO patents with 853,638 reactions. Predict the reaction yield, written as a fraction of the theoretical maximum amount of product (1.0 means a 100% yield; for example, 0.34 means a 34% yield). (1) The reactants are [Cl:1][C:2]1[CH:9]=[C:8](F)[CH:7]=[CH:6][C:3]=1[C:4]#[N:5].[NH2:11][C@@H:12]([CH2:16][C:17]([O:19][C:20]([CH3:23])([CH3:22])[CH3:21])=[O:18])[C:13]([OH:15])=[O:14].C([O-])(O)=O.[Na+]. The catalyst is CS(C)=O.O. The product is [Cl:1][C:2]1[CH:9]=[C:8]([NH:11][C@@H:12]([CH2:16][C:17]([O:19][C:20]([CH3:23])([CH3:22])[CH3:21])=[O:18])[C:13]([OH:15])=[O:14])[CH:7]=[CH:6][C:3]=1[C:4]#[N:5]. The yield is 0.800. (2) The reactants are [Br:1][C:2]1[CH:3]=[C:4]([S:8](Cl)(=[O:10])=[O:9])[CH:5]=[CH:6][CH:7]=1.[CH3:12][NH:13][CH3:14].C1COCC1. The catalyst is N1C=CC=CC=1. The product is [Br:1][C:2]1[CH:3]=[C:4]([S:8]([N:13]([CH3:14])[CH3:12])(=[O:10])=[O:9])[CH:5]=[CH:6][CH:7]=1. The yield is 0.960. (3) The reactants are [NH:1]1[C:5]([CH2:6][CH2:7][NH:8][C:9]([C:11]2[CH:24]=[C:23]([O:25]C)[C:14]3[NH:15][C:16]([C:18]4[S:19][CH:20]=[CH:21][CH:22]=4)=[N:17][C:13]=3[CH:12]=2)=[O:10])=[CH:4][N:3]=[CH:2]1.B(Br)(Br)Br. No catalyst specified. The product is [NH:1]1[C:5]([CH2:6][CH2:7][NH:8][C:9]([C:11]2[CH:24]=[C:23]([OH:25])[C:14]3[NH:15][C:16]([C:18]4[S:19][CH:20]=[CH:21][CH:22]=4)=[N:17][C:13]=3[CH:12]=2)=[O:10])=[CH:4][N:3]=[CH:2]1. The yield is 0.140. (4) The reactants are [F:1][C:2]1[CH:9]=[CH:8][C:5]([CH2:6][NH2:7])=[CH:4][C:3]=1[CH3:10].C1(C)C=CC=CC=1.[CH2:18]1[CH2:24][S:21](=[O:23])(=[O:22])[O:20][CH2:19]1. The catalyst is C(#N)C. The product is [F:1][C:2]1[CH:9]=[CH:8][C:5]([CH2:6][NH:7][CH2:19][CH2:18][CH2:24][S:21]([OH:23])(=[O:22])=[O:20])=[CH:4][C:3]=1[CH3:10]. The yield is 0.910. (5) The reactants are [C:1]([O:5][C:6]([N:8]1[CH2:13][CH2:12][CH:11]([NH:14][C:15]2[CH:20]=[CH:19][CH:18]=[CH:17][C:16]=2[CH2:21][NH2:22])[CH2:10][CH2:9]1)=[O:7])([CH3:4])([CH3:3])[CH3:2].[C:23](N1C=CN=C1)(N1C=CN=C1)=[O:24].O. The catalyst is C1(C)C=CC=CC=1. The product is [C:1]([O:5][C:6]([N:8]1[CH2:9][CH2:10][CH:11]([N:14]2[C:15]3[C:16](=[CH:17][CH:18]=[CH:19][CH:20]=3)[CH2:21][NH:22][C:23]2=[O:24])[CH2:12][CH2:13]1)=[O:7])([CH3:4])([CH3:2])[CH3:3]. The yield is 0.170.